This data is from Forward reaction prediction with 1.9M reactions from USPTO patents (1976-2016). The task is: Predict the product of the given reaction. Given the reactants [NH:1]1[CH2:6][CH2:5][CH:4]([C:7]([OH:9])=[O:8])[CH2:3][CH2:2]1.[OH-].[Na+].[CH3:12][C:13]([O:16][C:17](O[C:17]([O:16][C:13]([CH3:15])([CH3:14])[CH3:12])=[O:18])=[O:18])([CH3:15])[CH3:14].C(O)(=O)CC(CC(O)=O)(C(O)=O)O, predict the reaction product. The product is: [C:13]([O:16][C:17]([N:1]1[CH2:6][CH2:5][CH:4]([C:7]([OH:9])=[O:8])[CH2:3][CH2:2]1)=[O:18])([CH3:15])([CH3:14])[CH3:12].